From a dataset of Forward reaction prediction with 1.9M reactions from USPTO patents (1976-2016). Predict the product of the given reaction. (1) Given the reactants [C:1]([O:5][C:6]([N:8]([CH3:13])[CH2:9][C:10]([OH:12])=O)=[O:7])([CH3:4])([CH3:3])[CH3:2].[NH2:14][CH2:15][CH2:16][NH:17][C:18](=[O:40])[CH2:19][CH2:20]/[CH:21]=[CH:22]\[CH2:23]/[CH:24]=[CH:25]\[CH2:26]/[CH:27]=[CH:28]\[CH2:29]/[CH:30]=[CH:31]\[CH2:32]/[CH:33]=[CH:34]\[CH2:35]/[CH:36]=[CH:37]\[CH2:38][CH3:39].CN(C(ON1N=NC2C=CC=NC1=2)=[N+](C)C)C.F[P-](F)(F)(F)(F)F, predict the reaction product. The product is: [C:18]([NH:17][CH2:16][CH2:15][NH:14][C:10](=[O:12])[CH2:9][N:8]([CH3:13])[C:6](=[O:7])[O:5][C:1]([CH3:2])([CH3:3])[CH3:4])(=[O:40])[CH2:19][CH2:20]/[CH:21]=[CH:22]\[CH2:23]/[CH:24]=[CH:25]\[CH2:26]/[CH:27]=[CH:28]\[CH2:29]/[CH:30]=[CH:31]\[CH2:32]/[CH:33]=[CH:34]\[CH2:35]/[CH:36]=[CH:37]\[CH2:38][CH3:39]. (2) Given the reactants C([C:3]1[CH:8]=[CH:7][C:6]([CH:9]2[CH2:14][CH2:13][N:12]([C:15]([O:17][C:18]([CH3:21])([CH3:20])[CH3:19])=[O:16])[CH2:11][CH2:10]2)=[CH:5][CH:4]=1)#N.BrC1C=C[N:26]2[CH:29]=[N:30]C=C2C=1, predict the reaction product. The product is: [CH:3]1[N:26]=[CH:29][N:30]2[CH:4]=[CH:5][C:6]([CH:9]3[CH2:10][CH2:11][N:12]([C:15]([O:17][C:18]([CH3:19])([CH3:20])[CH3:21])=[O:16])[CH2:13][CH2:14]3)=[CH:7][C:8]=12. (3) The product is: [CH2:26]([NH:17][C:36]1[C:35]([NH:44][C:12](=[O:14])[CH2:11][C:4]2[CH:5]=[C:6]([O:9][CH3:10])[CH:7]=[CH:8][C:3]=2[O:2][CH3:1])=[C:34]([Cl:33])[N:39]=[CH:38][N:37]=1)[CH2:27][CH2:22][CH3:32]. Given the reactants [CH3:1][O:2][C:3]1[CH:8]=[CH:7][C:6]([O:9][CH3:10])=[CH:5][C:4]=1[CH2:11][C:12]([OH:14])=O.CC[N:17](CC)CC.[C:22]1([CH3:32])[CH:27]=[CH:26]C(S(Cl)(=O)=O)=CC=1.[Cl:33][C:34]1[N:39]=[CH:38][N:37]=[C:36](CCCC)[C:35]=1[NH2:44], predict the reaction product.